Task: Regression. Given two drug SMILES strings and cell line genomic features, predict the synergy score measuring deviation from expected non-interaction effect.. Dataset: NCI-60 drug combinations with 297,098 pairs across 59 cell lines (1) Drug 1: C1=CC(=CC=C1CCC2=CNC3=C2C(=O)NC(=N3)N)C(=O)NC(CCC(=O)O)C(=O)O. Drug 2: C1C(C(OC1N2C=NC(=NC2=O)N)CO)O. Cell line: MDA-MB-231. Synergy scores: CSS=12.3, Synergy_ZIP=-8.73, Synergy_Bliss=-8.78, Synergy_Loewe=-6.33, Synergy_HSA=-5.61. (2) Synergy scores: CSS=67.0, Synergy_ZIP=20.9, Synergy_Bliss=23.7, Synergy_Loewe=-11.9, Synergy_HSA=18.8. Drug 1: CS(=O)(=O)C1=CC(=C(C=C1)C(=O)NC2=CC(=C(C=C2)Cl)C3=CC=CC=N3)Cl. Cell line: COLO 205. Drug 2: CCC1(CC2CC(C3=C(CCN(C2)C1)C4=CC=CC=C4N3)(C5=C(C=C6C(=C5)C78CCN9C7C(C=CC9)(C(C(C8N6C)(C(=O)OC)O)OC(=O)C)CC)OC)C(=O)OC)O.OS(=O)(=O)O. (3) Drug 1: C1CN1C2=NC(=NC(=N2)N3CC3)N4CC4. Drug 2: CN(CC1=CN=C2C(=N1)C(=NC(=N2)N)N)C3=CC=C(C=C3)C(=O)NC(CCC(=O)O)C(=O)O. Cell line: SK-MEL-28. Synergy scores: CSS=19.7, Synergy_ZIP=-8.61, Synergy_Bliss=-1.16, Synergy_Loewe=-28.5, Synergy_HSA=-1.91. (4) Drug 1: CN1CCC(CC1)COC2=C(C=C3C(=C2)N=CN=C3NC4=C(C=C(C=C4)Br)F)OC. Drug 2: C1=CC=C(C(=C1)C(C2=CC=C(C=C2)Cl)C(Cl)Cl)Cl. Cell line: HT29. Synergy scores: CSS=16.2, Synergy_ZIP=6.53, Synergy_Bliss=12.1, Synergy_Loewe=6.70, Synergy_HSA=9.54. (5) Drug 1: CC1=C(C=C(C=C1)C(=O)NC2=CC(=CC(=C2)C(F)(F)F)N3C=C(N=C3)C)NC4=NC=CC(=N4)C5=CN=CC=C5. Drug 2: COC1=NC(=NC2=C1N=CN2C3C(C(C(O3)CO)O)O)N. Cell line: HCT-15. Synergy scores: CSS=0.285, Synergy_ZIP=-1.29, Synergy_Bliss=-2.12, Synergy_Loewe=-2.22, Synergy_HSA=-2.21. (6) Drug 1: C1=CC(=CC=C1CCCC(=O)O)N(CCCl)CCCl. Drug 2: CC(C)CN1C=NC2=C1C3=CC=CC=C3N=C2N. Cell line: SF-539. Synergy scores: CSS=12.7, Synergy_ZIP=-1.47, Synergy_Bliss=-4.64, Synergy_Loewe=-7.01, Synergy_HSA=-6.74.